From a dataset of Full USPTO retrosynthesis dataset with 1.9M reactions from patents (1976-2016). Predict the reactants needed to synthesize the given product. (1) Given the product [CH3:1][O:2][C:3](=[O:15])[C:4]1[CH:9]=[CH:8][CH:7]=[C:6]([S:10][C:11]2[C:21]3[C:20](=[CH:19][C:18]([Br:17])=[CH:23][CH:22]=3)[NH:24][C:12]=2[CH3:13])[CH:5]=1, predict the reactants needed to synthesize it. The reactants are: [CH3:1][O:2][C:3](=[O:15])[C:4]1[CH:9]=[CH:8][CH:7]=[C:6]([S:10][CH2:11][C:12](=O)[CH3:13])[CH:5]=1.Cl.[Br:17][C:18]1[CH:19]=[C:20]([NH:24]N)[CH:21]=[CH:22][CH:23]=1. (2) Given the product [F:19][C:20]1[CH:21]=[CH:22][C:23]([N:26]2[CH2:31][CH2:30][N:29]([CH2:2][CH2:3][CH2:4][N:5]3[CH2:10][C:9](=[N:11][OH:12])[C:8]4[N:13]([CH3:16])[CH:14]=[CH:15][C:7]=4[S:6]3(=[O:18])=[O:17])[CH2:28][CH2:27]2)=[CH:24][CH:25]=1, predict the reactants needed to synthesize it. The reactants are: Cl[CH2:2][CH2:3][CH2:4][N:5]1[CH2:10][C:9](=[N:11][OH:12])[C:8]2[N:13]([CH3:16])[CH:14]=[CH:15][C:7]=2[S:6]1(=[O:18])=[O:17].[F:19][C:20]1[CH:25]=[CH:24][C:23]([N:26]2[CH2:31][CH2:30][NH:29][CH2:28][CH2:27]2)=[CH:22][CH:21]=1.C(=O)([O-])O.[Na+].[I-].[Na+]. (3) Given the product [Cl:23][C:24]1[S:25][C:26]([C:29]([C:2]2[CH:3]=[C:4]3[C:8](=[CH:9][CH:10]=2)[N:7]([C:11]2[CH:16]=[CH:15][C:14]([F:17])=[CH:13][CH:12]=2)[N:6]=[CH:5]3)([OH:34])[C:30]([F:31])([F:32])[F:33])=[CH:27][CH:28]=1, predict the reactants needed to synthesize it. The reactants are: Br[C:2]1[CH:3]=[C:4]2[C:8](=[CH:9][CH:10]=1)[N:7]([C:11]1[CH:16]=[CH:15][C:14]([F:17])=[CH:13][CH:12]=1)[N:6]=[CH:5]2.C([Li])CCC.[Cl:23][C:24]1[S:25][C:26]([C:29](=[O:34])[C:30]([F:33])([F:32])[F:31])=[CH:27][CH:28]=1. (4) The reactants are: [Cl:1][C:2]1[CH:3]=[CH:4][C:5]([O:23][CH2:24][C:25]([O:27]C(C)(C)C)=[O:26])=[C:6]([C:8]2[CH:13]=[CH:12][C:11]([S:14]([C:17]3[CH:22]=[CH:21][CH:20]=[CH:19][CH:18]=3)(=[O:16])=[O:15])=[CH:10][CH:9]=2)[CH:7]=1. Given the product [Cl:1][C:2]1[CH:3]=[CH:4][C:5]([O:23][CH2:24][C:25]([OH:27])=[O:26])=[C:6]([C:8]2[CH:9]=[CH:10][C:11]([S:14]([C:17]3[CH:22]=[CH:21][CH:20]=[CH:19][CH:18]=3)(=[O:15])=[O:16])=[CH:12][CH:13]=2)[CH:7]=1, predict the reactants needed to synthesize it. (5) Given the product [I:1][C:16]1[CH:17]=[C:18]([O:19][CH3:20])[C:13]([O:12][CH3:11])=[CH:14][C:15]=1[CH2:21][C@H:22]([NH2:27])[C:23]([O:25][CH3:26])=[O:24], predict the reactants needed to synthesize it. The reactants are: [I:1]NC(=O)CCC(N)=O.Cl.[CH3:11][O:12][C:13]1[CH:14]=[C:15]([CH2:21][C@H:22]([NH2:27])[C:23]([O:25][CH3:26])=[O:24])[CH:16]=[CH:17][C:18]=1[O:19][CH3:20].FC(F)(F)C(O)=O. (6) Given the product [CH2:65]([O:67][C:68](=[O:100])[C:69]([O:92][C:93]1[CH:94]=[C:95]([C:57]2[CH:58]=[CH:59][CH:60]=[CH:61][CH:62]=2)[CH:96]=[CH:97][CH:98]=1)([CH3:99])[CH2:70][C:71]1[CH:72]=[CH:73][C:74]([O:77][CH2:78][CH2:79][C:80]2[N:81]=[C:82]([CH:86]3[CH2:91][CH2:90][CH2:89][CH2:88][CH2:87]3)[O:83][C:84]=2[CH3:85])=[CH:75][CH:76]=1)[CH3:66], predict the reactants needed to synthesize it. The reactants are: BrC1C=C(C=CC=1)OC(C)(CC1C=CC(OCCC2N=C(C3CCCCC3)OC=2C)=CC=1)C(O)=O.S1C=CC(B(O)O)=C1.[C:57]1(P([C:57]2[CH:62]=[CH:61][CH:60]=[CH:59][CH:58]=2)[C:57]2[CH:62]=[CH:61][CH:60]=[CH:59][CH:58]=2)[CH:62]=[CH:61][CH:60]=[CH:59][CH:58]=1.[F-].[K+].[CH2:65]([O:67][C:68](=[O:100])[C:69]([CH3:99])([O:92][C:93]1[CH:98]=[CH:97][CH:96]=[CH:95][CH:94]=1)[CH2:70][C:71]1[CH:76]=[CH:75][C:74]([O:77][CH2:78][CH2:79][C:80]2[N:81]=[C:82]([CH:86]3[CH2:91][CH2:90][CH2:89][CH2:88][CH2:87]3)[O:83][C:84]=2[CH3:85])=[CH:73][CH:72]=1)[CH3:66]. (7) Given the product [N:17]1([CH:13]([NH:8][C:6](=[O:7])[C:5]2[CH:9]=[CH:10][C:2]([F:1])=[CH:3][CH:4]=2)[C:12]([Cl:16])([Cl:11])[CH3:15])[C:21]2[CH:22]=[CH:23][CH:24]=[CH:25][C:20]=2[N:19]=[N:18]1, predict the reactants needed to synthesize it. The reactants are: [F:1][C:2]1[CH:10]=[CH:9][C:5]([C:6]([NH2:8])=[O:7])=[CH:4][CH:3]=1.[Cl:11][C:12]([Cl:16])([CH3:15])[CH:13]=O.[NH:17]1[C:21]2[CH:22]=[CH:23][CH:24]=[CH:25][C:20]=2[N:19]=[N:18]1.C1(C)C=CC(S(O)(=O)=O)=CC=1.